Dataset: NCI-60 drug combinations with 297,098 pairs across 59 cell lines. Task: Regression. Given two drug SMILES strings and cell line genomic features, predict the synergy score measuring deviation from expected non-interaction effect. Drug 1: CC1C(C(=O)NC(C(=O)N2CCCC2C(=O)N(CC(=O)N(C(C(=O)O1)C(C)C)C)C)C(C)C)NC(=O)C3=C4C(=C(C=C3)C)OC5=C(C(=O)C(=C(C5=N4)C(=O)NC6C(OC(=O)C(N(C(=O)CN(C(=O)C7CCCN7C(=O)C(NC6=O)C(C)C)C)C)C(C)C)C)N)C. Drug 2: C1=NC(=NC(=O)N1C2C(C(C(O2)CO)O)O)N. Cell line: HCT-15. Synergy scores: CSS=16.1, Synergy_ZIP=-7.34, Synergy_Bliss=-2.57, Synergy_Loewe=-5.95, Synergy_HSA=-3.16.